Dataset: Reaction yield outcomes from USPTO patents with 853,638 reactions. Task: Predict the reaction yield, written as a fraction of the theoretical maximum amount of product (1.0 means a 100% yield; for example, 0.34 means a 34% yield). (1) The reactants are [CH:1]1([N:7]2[C:11]3[N:12]=[C:13]([CH:17]4[CH2:20][N:19]([C:21]5[S:22][CH:23]=[C:24](Br)[N:25]=5)[CH2:18]4)[NH:14][C:15](=[O:16])[C:10]=3[CH:9]=[N:8]2)[CH2:6][CH2:5][CH2:4][CH2:3][CH2:2]1.[C:27]1(B(O)O)[CH:32]=[CH:31][CH:30]=[CH:29][CH:28]=1.C(=O)([O-])[O-].[Na+].[Na+]. The catalyst is C1(C)C=CC=CC=1. The product is [CH:1]1([N:7]2[C:11]3[N:12]=[C:13]([CH:17]4[CH2:20][N:19]([C:21]5[S:22][CH:23]=[C:24]([C:27]6[CH:32]=[CH:31][CH:30]=[CH:29][CH:28]=6)[N:25]=5)[CH2:18]4)[NH:14][C:15](=[O:16])[C:10]=3[CH:9]=[N:8]2)[CH2:6][CH2:5][CH2:4][CH2:3][CH2:2]1. The yield is 0.230. (2) The reactants are Br[CH2:2][C:3]([C:5]1[CH:10]=[CH:9][C:8]([O:11][CH3:12])=[CH:7][CH:6]=1)=O.[CH3:13][C:14]1[CH:15]=[CH:16][C:17]([NH2:20])=[N:18][CH:19]=1.C(=O)([O-])[O-].[Na+].[Na+]. The catalyst is CCO. The product is [CH3:12][O:11][C:8]1[CH:9]=[CH:10][C:5]([C:3]2[N:20]=[C:17]3[CH:16]=[CH:15][C:14]([CH3:13])=[CH:19][N:18]3[CH:2]=2)=[CH:6][CH:7]=1. The yield is 0.900. (3) The reactants are [CH3:1][C:2]1([CH3:21])[CH:6]([C:7]2[CH:12]=[CH:11][CH:10]=[CH:9][CH:8]=2)[C:5]2[C:13]([CH3:20])=[C:14]([NH2:19])[C:15]([CH3:18])=[C:16]([CH3:17])[C:4]=2[O:3]1.[Cl:22][C:23]1[CH:24]=[C:25]2[C:30](=O)[O:29][C:27](=[O:28])[C:26]2=[CH:32][C:33]=1[Cl:34].C(N=C=NCCCN(C)C)C.ON1C2C=CC=CC=2N=N1.[OH-].[Na+]. The catalyst is O1CCCC1.O. The product is [Cl:22][C:23]1[CH:24]=[C:25]2[C:26](=[CH:32][C:33]=1[Cl:34])[C:27](=[O:28])[N:19]([C:14]1[C:15]([CH3:18])=[C:16]([CH3:17])[C:4]3[O:3][C:2]([CH3:21])([CH3:1])[CH:6]([C:7]4[CH:8]=[CH:9][CH:10]=[CH:11][CH:12]=4)[C:5]=3[C:13]=1[CH3:20])[C:30]2=[O:29]. The yield is 0.680. (4) The reactants are [C:1]([C:3]1[CH:4]=[C:5]([NH:9][C:10]([O:12][CH2:13][CH2:14][C:15]2[CH:20]=[CH:19][C:18](B(O)O)=[CH:17][C:16]=2[O:24][CH2:25][CH3:26])=[O:11])[CH:6]=[CH:7][CH:8]=1)#[N:2].[NH2:27][C:28]1[CH:29]=[C:30]2[C:35](=[CH:36][CH:37]=1)[C:34]([N:38]([C:46]([O:48][C:49]([CH3:52])([CH3:51])[CH3:50])=[O:47])[C:39]([O:41][C:42]([CH3:45])([CH3:44])[CH3:43])=[O:40])=[N:33][CH:32]=[CH:31]2.O.[C:54]([OH:58])(=[O:57])[CH:55]=O. The yield is 0.640. The product is [C:49]([O:48][C:46]([N:38]([C:39]([O:41][C:42]([CH3:43])([CH3:44])[CH3:45])=[O:40])[C:34]1[C:35]2[C:30](=[CH:29][C:28]([NH:27][CH:55]([C:18]3[CH:19]=[CH:20][C:15]([CH2:14][CH2:13][O:12][C:10](=[O:11])[NH:9][C:5]4[CH:6]=[CH:7][CH:8]=[C:3]([C:1]#[N:2])[CH:4]=4)=[C:16]([O:24][CH2:25][CH3:26])[CH:17]=3)[C:54]([OH:58])=[O:57])=[CH:37][CH:36]=2)[CH:31]=[CH:32][N:33]=1)=[O:47])([CH3:52])([CH3:51])[CH3:50]. No catalyst specified. (5) No catalyst specified. The yield is 0.250. The product is [NH2:26][C:25]1[CH:27]=[CH:28][C:22]([CH2:21][CH2:20][NH:19][C:15]([C:14]2[C:8]3[NH:7][C:6]([CH:1]4[CH2:2][CH2:3][CH2:4][CH2:5]4)=[N:10][C:9]=3[C:11]([OH:18])=[CH:12][CH:13]=2)=[O:17])=[CH:23][CH:24]=1. The reactants are [CH:1]1([C:6]2[NH:10][C:9]3[C:11]([OH:18])=[CH:12][CH:13]=[C:14]([C:15]([OH:17])=O)[C:8]=3[N:7]=2)[CH2:5][CH2:4][CH2:3][CH2:2]1.[NH2:19][CH2:20][CH2:21][C:22]1[CH:28]=[CH:27][C:25]([NH2:26])=[CH:24][CH:23]=1. (6) The reactants are [N+:1]([C:4]1[CH:5]=[CH:6][C:7]2[O:13][CH2:12][CH2:11][CH2:10][N:9]([C:14](=[O:21])[CH2:15][N:16]3[CH2:20][CH2:19][CH2:18][CH2:17]3)[C:8]=2[CH:22]=1)([O-])=O. The catalyst is [Pd].O1CCCC1.C(O)C. The product is [NH2:1][C:4]1[CH:5]=[CH:6][C:7]2[O:13][CH2:12][CH2:11][CH2:10][N:9]([C:14](=[O:21])[CH2:15][N:16]3[CH2:17][CH2:18][CH2:19][CH2:20]3)[C:8]=2[CH:22]=1. The yield is 1.00.